From a dataset of Catalyst prediction with 721,799 reactions and 888 catalyst types from USPTO. Predict which catalyst facilitates the given reaction. (1) The catalyst class is: 10. Reactant: [NH2:1][C:2](=[O:37])[C@@H:3]([NH:20][C:21]([C:23]1([NH:29][C:30](=[O:36])[O:31][C:32]([CH3:35])([CH3:34])[CH3:33])[CH2:28][CH2:27][O:26][CH2:25][CH2:24]1)=[O:22])[CH2:4][C:5]1[CH:10]=[CH:9][C:8](B2OC(C)(C)C(C)(C)O2)=[CH:7][CH:6]=1.Br[C:39]1[CH:44]=[CH:43][N:42]=[C:41]([O:45][CH3:46])[CH:40]=1.C(=O)([O-])[O-].[Na+].[Na+]. Product: [NH2:1][C:2](=[O:37])[C@@H:3]([NH:20][C:21]([C:23]1([NH:29][C:30](=[O:36])[O:31][C:32]([CH3:35])([CH3:34])[CH3:33])[CH2:24][CH2:25][O:26][CH2:27][CH2:28]1)=[O:22])[CH2:4][C:5]1[CH:6]=[CH:7][C:8]([C:39]2[CH:44]=[CH:43][N:42]=[C:41]([O:45][CH3:46])[CH:40]=2)=[CH:9][CH:10]=1. (2) Reactant: [N+]([O-])(O)=O.[N+]([O-])([O-])=O.[Na+].[OH:10][CH2:11][C:12]1[N:16]([CH2:17][CH2:18][CH3:19])[C:15](S)=[N:14][CH:13]=1.C(=O)([O-])[O-].[K+].[K+]. Product: [OH:10][CH2:11][C:12]1[N:16]([CH2:17][CH2:18][CH3:19])[CH:15]=[N:14][CH:13]=1. The catalyst class is: 6. (3) Reactant: [OH-].[Na+].P(=O)(O)(O)O.[C@@H:8]1([O:39][P:40]([OH:43])([OH:42])=[O:41])[C@@H:13]([O:14][P:15]([OH:18])([OH:17])=[O:16])[C@H:12]([O:19][P:20]([OH:23])([OH:22])=[O:21])[C@@H:11]([O:24][P:25]([OH:28])([OH:27])=[O:26])[C@@H:10]([O:29][P:30]([OH:33])([OH:32])=[O:31])[C@H:9]1[O:34][P:35]([OH:38])([OH:37])=[O:36]. Product: [CH:10]1([O:29][P:30]([OH:33])([OH:32])=[O:31])[CH:11]([O:24][P:25]([OH:27])([OH:28])=[O:26])[CH:12]([O:19][P:20]([OH:22])([OH:23])=[O:21])[CH:13]([O:14][P:15]([OH:18])([OH:17])=[O:16])[CH:8]([O:39][P:40]([OH:43])([OH:42])=[O:41])[CH:9]1[O:34][P:35]([OH:37])([OH:38])=[O:36]. The catalyst class is: 6. (4) Reactant: [Cl-].[C:2]1([PH:8][C:9]2[CH:14]=[CH:13][CH:12]=[CH:11][CH:10]=2)[CH:7]=[CH:6][CH:5]=[CH:4][CH:3]=1.[CH3:15][O:16][C:17]1[CH:22]=[CH:21][C:20]([Mg]Br)=[CH:19][CH:18]=1. Product: [C:9]1([P:8]([C:2]2[CH:3]=[CH:4][CH:5]=[CH:6][CH:7]=2)[C:20]2[CH:21]=[CH:22][C:17]([O:16][CH3:15])=[CH:18][CH:19]=2)[CH:10]=[CH:11][CH:12]=[CH:13][CH:14]=1. The catalyst class is: 625. (5) Reactant: [CH3:1]S(O)(=O)=O.[OH:6][C:7]1[CH:8]=[C:9]2[C:14](=[CH:15][CH:16]=1)[C:13]([C:17]([OH:19])=[O:18])=[CH:12][CH:11]=[CH:10]2. Product: [OH:6][C:7]1[CH:8]=[C:9]2[C:14](=[CH:15][CH:16]=1)[C:13]([C:17]([O:19][CH3:1])=[O:18])=[CH:12][CH:11]=[CH:10]2. The catalyst class is: 125. (6) The catalyst class is: 15. Reactant: [Cl:1][C:2]1[N:7]=[C:6]([N:8]([CH:18]2[CH2:23][CH2:22][CH2:21][CH2:20][CH2:19]2)[CH2:9][C:10]([CH3:17])([CH3:16])[C:11](OCC)=[O:12])[C:5]([N+:24]([O-])=O)=[CH:4][N:3]=1.Cl. Product: [Cl:1][C:2]1[N:3]=[CH:4][C:5]2[NH:24][C:11](=[O:12])[C:10]([CH3:17])([CH3:16])[CH2:9][N:8]([CH:18]3[CH2:23][CH2:22][CH2:21][CH2:20][CH2:19]3)[C:6]=2[N:7]=1. (7) Product: [Cl:8][C:5]1[CH:6]=[CH:7][C:2]([C:35]([NH2:36])=[O:34])=[N:3][CH:4]=1. Reactant: N[C:2]1[CH:7]=[CH:6][C:5]([Cl:8])=[CH:4][N:3]=1.C[Si]([N-][Si](C)(C)C)(C)C.[K+].C1(C)C=CC=CC=1.ClC1C=C2C([O:34][C:35](=O)[NH:36]C2=CC=1)=O. The catalyst class is: 7.